Dataset: Forward reaction prediction with 1.9M reactions from USPTO patents (1976-2016). Task: Predict the product of the given reaction. (1) Given the reactants [Li+].[OH-].C[O:4][C:5](=[O:24])[CH2:6][N:7]1[CH:11]=[C:10]([C:12]2[CH:17]=[CH:16][CH:15]=[C:14]([S:18]([CH3:21])(=[O:20])=[O:19])[CH:13]=2)[C:9]([C:22]#[N:23])=[CH:8]1.C1COCC1.Cl, predict the reaction product. The product is: [C:22]([C:9]1[C:10]([C:12]2[CH:17]=[CH:16][CH:15]=[C:14]([S:18]([CH3:21])(=[O:19])=[O:20])[CH:13]=2)=[CH:11][N:7]([CH2:6][C:5]([OH:24])=[O:4])[CH:8]=1)#[N:23]. (2) Given the reactants COC(=O)[CH:4]([N:9]([C:11]1[C:12]2[C:19](Br)=[C:18]([C:21]3[CH:26]=[CH:25][CH:24]=[CH:23][CH:22]=3)[O:17][C:13]=2[N:14]=[CH:15][N:16]=1)[CH3:10])[CH2:5][CH2:6][CH2:7][CH3:8].[C:28](=[O:31])([O-])[O-:29].[K+].[K+].[CH3:34][O:35][C:36]1[CH:41]=[CH:40][C:39](B(O)O)=[CH:38][CH:37]=1.[CH3:45]S(C)=O, predict the reaction product. The product is: [CH3:45][O:29][C:28](=[O:31])[CH2:8][CH2:7][CH2:6][CH2:5][CH2:4][N:9]([C:11]1[C:12]2[C:19]([C:39]3[CH:40]=[CH:41][C:36]([O:35][CH3:34])=[CH:37][CH:38]=3)=[C:18]([C:21]3[CH:26]=[CH:25][CH:24]=[CH:23][CH:22]=3)[O:17][C:13]=2[N:14]=[CH:15][N:16]=1)[CH3:10].